Task: Regression. Given a peptide amino acid sequence and an MHC pseudo amino acid sequence, predict their binding affinity value. This is MHC class I binding data.. Dataset: Peptide-MHC class I binding affinity with 185,985 pairs from IEDB/IMGT (1) The peptide sequence is GTEKEFLRY. The MHC is HLA-A01:01 with pseudo-sequence HLA-A01:01. The binding affinity (normalized) is 0.187. (2) The peptide sequence is LISLNSMYT. The MHC is HLA-A02:06 with pseudo-sequence HLA-A02:06. The binding affinity (normalized) is 0.311. (3) The peptide sequence is IALANIGFL. The MHC is HLA-A02:06 with pseudo-sequence HLA-A02:06. The binding affinity (normalized) is 0.367. (4) The peptide sequence is GYKETPFLT. The MHC is HLA-A30:02 with pseudo-sequence HLA-A30:02. The binding affinity (normalized) is 0. (5) The peptide sequence is LIVNSVLLFL. The MHC is HLA-A02:03 with pseudo-sequence HLA-A02:03. The binding affinity (normalized) is 0.584. (6) The peptide sequence is EELRKRLRLI. The MHC is Mamu-B08 with pseudo-sequence Mamu-B08. The binding affinity (normalized) is 0.314.